From a dataset of Catalyst prediction with 721,799 reactions and 888 catalyst types from USPTO. Predict which catalyst facilitates the given reaction. Reactant: [CH3:1][C:2]1([CH3:23])[O:6][CH:5]2[C@H:7]([N:13]3[CH:21]=[N:20][C:19]4[C:14]3=[N:15][CH:16]=[N:17][C:18]=4[NH2:22])[O:8][C@H:9]([CH2:10][NH:11][CH3:12])[C@H:4]2[O:3]1.[C:24]([C:28]1[CH:33]=[CH:32][C:31]([NH:34][C:35]([NH:37][C@@H:38]([CH3:42])[CH2:39][CH:40]=O)=[O:36])=[CH:30][CH:29]=1)([CH3:27])([CH3:26])[CH3:25].[BH-](OC(C)=O)(OC(C)=O)OC(C)=O.[Na+].C([O-])(O)=O.[Na+]. Product: [NH2:22][C:18]1[N:17]=[CH:16][N:15]=[C:14]2[C:19]=1[N:20]=[CH:21][N:13]2[C@H:7]1[C@H:5]2[C@H:4]([O:3][C:2]([CH3:1])([CH3:23])[O:6]2)[C@@H:9]([CH2:10][N:11]([CH3:12])[CH2:40][CH2:39][C@@H:38]([NH:37][C:35]([NH:34][C:31]2[CH:32]=[CH:33][C:28]([C:24]([CH3:27])([CH3:26])[CH3:25])=[CH:29][CH:30]=2)=[O:36])[CH3:42])[O:8]1. The catalyst class is: 26.